This data is from Full USPTO retrosynthesis dataset with 1.9M reactions from patents (1976-2016). The task is: Predict the reactants needed to synthesize the given product. (1) Given the product [CH2:1]([O:8][C:9]1[CH:18]=[C:17]2[C:12]([C:13]([N:22]3[CH2:26][CH2:25][CH2:24][CH2:23]3)=[CH:14][C:15]([CH3:19])=[N:16]2)=[CH:11][C:10]=1[Br:21])[C:2]1[CH:7]=[CH:6][CH:5]=[CH:4][CH:3]=1, predict the reactants needed to synthesize it. The reactants are: [CH2:1]([O:8][C:9]1[CH:18]=[C:17]2[C:12]([C:13](Cl)=[CH:14][C:15]([CH3:19])=[N:16]2)=[CH:11][C:10]=1[Br:21])[C:2]1[CH:7]=[CH:6][CH:5]=[CH:4][CH:3]=1.[NH:22]1[CH2:26][CH2:25][CH2:24][CH2:23]1. (2) Given the product [Br:1][C:2]1[CH:7]=[CH:6][C:5]([NH:8][C:9]2[N:13]([CH3:14])[C:12]3[CH:15]=[CH:16][C:17]([O:19][C:20]4([CH:26]5[CH2:31][N:30]([CH2:35][CH2:36][NH:37][CH:41]=[O:45])[CH2:34][CH2:33]5)[CH:25]=[CH:24][CH:23]=[CH:22][NH:21]4)=[CH:18][C:11]=3[N:10]=2)=[CH:4][C:3]=1[CH3:29], predict the reactants needed to synthesize it. The reactants are: [Br:1][C:2]1[CH:7]=[CH:6][C:5]([NH:8][C:9]2[N:13]([CH3:14])[C:12]3[CH:15]=[CH:16][C:17]([O:19][C:20]4([C:26](O)=O)[CH:25]=[CH:24][CH:23]=[CH:22][NH:21]4)=[CH:18][C:11]=3[N:10]=2)=[CH:4][C:3]=1[CH3:29].[N:30]1([CH2:35][CH2:36][NH2:37])[CH2:34][CH2:33]C[CH2:31]1.CN([C:41]([O:45]N1N=NC2C=CC=CC1=2)=[N+](C)C)C.F[P-](F)(F)(F)(F)F.C(N(CC)C(C)C)(C)C. (3) The reactants are: Br[C:2]1[N:7]=[N:6][C:5]([NH2:8])=[N:4][CH:3]=1.C(N([CH2:16][CH3:17])C(C)C)(C)C.[Cl-].[Li+].C([Sn](CC[CH2:33][CH3:34])(CCCC)CCCC)=C.CN(C)C=[O:38]. Given the product [CH2:33]([O:38][C:16]([C:2]1[N:7]=[N:6][C:5]([NH2:8])=[N:4][CH:3]=1)=[CH2:17])[CH3:34], predict the reactants needed to synthesize it. (4) The reactants are: [CH3:1][C:2]1[C:9]([N+:10]([O-:12])=[O:11])=[CH:8][CH:7]=[CH:6][C:3]=1[CH2:4]Cl.[Li+].[I-].[CH3:15][OH:16]. Given the product [CH3:1][C:2]1[C:9]([N+:10]([O-:12])=[O:11])=[CH:8][CH:7]=[CH:6][C:3]=1[CH2:4][O:16][CH3:15], predict the reactants needed to synthesize it. (5) Given the product [CH3:1][O:2][C:3](=[O:12])[CH2:4][C:5]1[CH:10]=[CH:9][C:8]([CH:13]2[CH2:15][CH2:14]2)=[CH:7][CH:6]=1, predict the reactants needed to synthesize it. The reactants are: [CH3:1][O:2][C:3](=[O:12])[CH2:4][C:5]1[CH:10]=[CH:9][C:8](I)=[CH:7][CH:6]=1.[CH:13]1(B(O)O)[CH2:15][CH2:14]1.P([O-])([O-])([O-])=O.[K+].[K+].[K+].C1(P(C2CCCCC2)C2CCCCC2)CCCCC1. (6) Given the product [C:1]1([N:7]=[C:8]([S:15][CH:16]([CH2:22][CH3:23])[CH:17]([CH3:21])[CH2:18][CH2:19][CH3:20])[C:9]#[CH:10])[CH:6]=[CH:5][CH:4]=[CH:3][CH:2]=1, predict the reactants needed to synthesize it. The reactants are: [C:1]1([N:7]=[C:8]([S:15][CH:16]([CH2:22][CH3:23])[CH:17]([CH3:21])[CH2:18][CH2:19][CH3:20])[C:9]#[C:10][Si](C)(C)C)[CH:6]=[CH:5][CH:4]=[CH:3][CH:2]=1.C(=O)([O-])[O-].[K+].[K+].[Cl-].[Na+]. (7) Given the product [Cl:1][C:2]1[CH:3]=[C:4]([NH2:17])[C:5]([NH:6][CH2:7][CH2:8][CH2:9][N:10]2[CH:14]=[CH:13][N:12]=[CH:11]2)=[CH:15][CH:16]=1, predict the reactants needed to synthesize it. The reactants are: [Cl:1][C:2]1[CH:16]=[CH:15][C:5]([NH:6][CH2:7][CH2:8][CH2:9][N:10]2[CH:14]=[CH:13][N:12]=[CH:11]2)=[C:4]([N+:17]([O-])=O)[CH:3]=1.